From a dataset of Reaction yield outcomes from USPTO patents with 853,638 reactions. Predict the reaction yield, written as a fraction of the theoretical maximum amount of product (1.0 means a 100% yield; for example, 0.34 means a 34% yield). (1) The reactants are [Si]([O:8][CH2:9][C:10]1[C:11]([NH:22][C:23]2[CH:27]=[C:26]([CH:28]3[CH2:30][CH2:29]3)[NH:25][N:24]=2)=[N:12][C:13]([C:16]2[CH:21]=[CH:20][CH:19]=[CH:18][CH:17]=2)=[N:14][CH:15]=1)(C(C)(C)C)(C)C.CCCC[N+](CCCC)(CCCC)CCCC.[F-]. The catalyst is C1COCC1. The product is [CH:28]1([C:26]2[NH:25][N:24]=[C:23]([NH:22][C:11]3[C:10]([CH2:9][OH:8])=[CH:15][N:14]=[C:13]([C:16]4[CH:21]=[CH:20][CH:19]=[CH:18][CH:17]=4)[N:12]=3)[CH:27]=2)[CH2:29][CH2:30]1. The yield is 0.274. (2) The reactants are Cl.[NH2:2][C@@H:3]1[C:17](=[O:18])[N:16]2[CH2:19][C@H:20]([O:22][C:23]3[C:32]4[C:27](=[C:28]([CH3:35])[C:29]([O:33][CH3:34])=[CH:30][CH:31]=4)[N:26]=[C:25]([C:36]4[S:37][CH:38]=[C:39]([CH:41]5[CH2:43][CH2:42]5)[N:40]=4)[CH:24]=3)[CH2:21][C@H:15]2[C:14](=[O:44])[NH:13][C@:12]2([C:46]([NH:48][S:49]([CH:52]3[CH2:54][CH2:53]3)(=[O:51])=[O:50])=[O:47])[CH2:45][C@H:11]2[CH:10]=[CH:9][CH2:8][CH2:7][CH2:6][CH2:5][CH2:4]1.Cl.N[C@@H]1[C:71](=[O:72])[N:70]2[CH2:73][C@H](OC3C4C(=C(Cl)C(OC)=CC=4)N=C(C4SC=C(C5CC5)N=4)C=3)C[C@H:69]2C(=O)N[C@]2(C(NS(C3CC3)(=O)=O)=O)C[C@H]2C=CCCCCC1.C(N(C(C)C)CC)(C)C.CN(C)C(Cl)=O. The catalyst is CN(C)C1C=CN=CC=1.C1COCC1. The product is [CH:52]1([S:49]([NH:48][C:46]([C@@:12]23[CH2:45][C@H:11]2[CH:10]=[CH:9][CH2:8][CH2:7][CH2:6][CH2:5][CH2:4][C@H:3]([NH:2][C:71]([N:70]([CH3:73])[CH3:69])=[O:72])[C:17](=[O:18])[N:16]2[CH2:19][C@H:20]([O:22][C:23]4[C:32]5[C:27](=[C:28]([CH3:35])[C:29]([O:33][CH3:34])=[CH:30][CH:31]=5)[N:26]=[C:25]([C:36]5[S:37][CH:38]=[C:39]([CH:41]6[CH2:42][CH2:43]6)[N:40]=5)[CH:24]=4)[CH2:21][C@H:15]2[C:14](=[O:44])[NH:13]3)=[O:47])(=[O:50])=[O:51])[CH2:54][CH2:53]1. The yield is 0.760.